Task: Predict the product of the given reaction.. Dataset: Forward reaction prediction with 1.9M reactions from USPTO patents (1976-2016) (1) Given the reactants [C:1]([O:5][C:6]([N:8]1[CH2:12][C@H:11]([OH:13])[CH2:10][C@H:9]1[C:14]([OH:16])=O)=[O:7])([CH3:4])([CH3:3])[CH3:2].CN(C(ON1N=NC2C=CC=NC1=2)=[N+](C)C)C.F[P-](F)(F)(F)(F)F.[F:41][C:42]1[CH:55]=[CH:54][C:45]([O:46][C:47]2[CH:53]=[CH:52][C:50]([NH2:51])=[CH:49][CH:48]=2)=[CH:44][CH:43]=1.CCN(C(C)C)C(C)C, predict the reaction product. The product is: [F:41][C:42]1[CH:55]=[CH:54][C:45]([O:46][C:47]2[CH:53]=[CH:52][C:50]([NH:51][C:14]([C@@H:9]3[CH2:10][C@@H:11]([OH:13])[CH2:12][N:8]3[C:6]([O:5][C:1]([CH3:2])([CH3:3])[CH3:4])=[O:7])=[O:16])=[CH:49][CH:48]=2)=[CH:44][CH:43]=1. (2) The product is: [CH:1]12[CH2:10][CH:5]3[CH2:6][CH:7]([CH2:9][CH:3]([CH2:4]3)[CH:2]1[NH:11][C:12]([C:14]1[CH:15]=[N:16][N:17]([C:20]3[CH:25]=[CH:24][CH:23]=[CH:22][CH:21]=3)[C:18]=1[NH:32][CH2:26][CH:27]1[CH2:28][CH2:29][CH2:30][O:31]1)=[O:13])[CH2:8]2. Given the reactants [CH:1]12[CH2:10][CH:5]3[CH2:6][CH:7]([CH2:9][CH:3]([CH2:4]3)[CH:2]1[NH:11][C:12]([C:14]1[CH:15]=[N:16][N:17]([C:20]3[CH:25]=[CH:24][CH:23]=[CH:22][CH:21]=3)[C:18]=1Cl)=[O:13])[CH2:8]2.[CH2:26]([NH2:32])[CH:27]1[O:31][CH2:30][CH2:29][CH2:28]1, predict the reaction product. (3) Given the reactants Cl[CH2:2][CH2:3][CH2:4]/[C:5](=[N:14]/[S@:15]([C:17]([CH3:20])([CH3:19])[CH3:18])=[O:16])/[C:6]1[CH:11]=[C:10]([F:12])[CH:9]=[CH:8][C:7]=1[F:13].[Li+].[B-](CC)(CC)CC, predict the reaction product. The product is: [C:17]([S@@:15]([N:14]1[CH2:2][CH2:3][CH2:4][C@@H:5]1[C:6]1[CH:11]=[C:10]([F:12])[CH:9]=[CH:8][C:7]=1[F:13])=[O:16])([CH3:20])([CH3:19])[CH3:18]. (4) Given the reactants [CH3:1][C:2]1([CH3:34])[CH2:7][CH2:6][CH2:5][CH:4]([O:8][C:9]2[CH:14]=[CH:13][C:12]([C:15]([C:20]3[CH:21]=[CH:22][C:23]4[O:27][C:26]([C:28](O)=[O:29])=[CH:25][C:24]=4[CH:31]=3)([CH2:18][CH3:19])[CH2:16][CH3:17])=[CH:11][C:10]=2[CH3:32])[C:3]1=[O:33].[CH2:35](Cl)CCl.C1C=CC2N(O)N=NC=2C=1.C(N(CC)CC)C.Cl.C[O:58][C:59](=[O:65])[C@H:60]([CH:62]([CH3:64])[CH3:63])[NH2:61], predict the reaction product. The product is: [CH3:1][C:2]1([CH3:34])[CH2:7][CH2:6][CH2:5][CH:4]([O:8][C:9]2[CH:14]=[CH:13][C:12]([C:15]([C:20]3[CH:21]=[CH:22][C:23]4[O:27][C:26]([C:28]([N:61]([CH3:35])[CH:60]([CH:62]([CH3:64])[CH3:63])[C:59]([OH:58])=[O:65])=[O:29])=[CH:25][C:24]=4[CH:31]=3)([CH2:18][CH3:19])[CH2:16][CH3:17])=[CH:11][C:10]=2[CH3:32])[C:3]1=[O:33]. (5) Given the reactants [F:1][C:2]1[N:7]=[CH:6][C:5]([OH:8])=[CH:4][CH:3]=1.[CH3:9]N(C=O)C.C(=O)([O-])[O-].[K+].[K+].IC, predict the reaction product. The product is: [F:1][C:2]1[CH:3]=[CH:4][C:5]([O:8][CH3:9])=[CH:6][N:7]=1.